Dataset: Full USPTO retrosynthesis dataset with 1.9M reactions from patents (1976-2016). Task: Predict the reactants needed to synthesize the given product. Given the product [N:26]1([C:2]2[N:7]=[C:6]([C:8]3[N:13]=[C:12]([NH:14][C@@H:15]([CH:17]4[CH2:19][CH2:18]4)[CH3:16])[N:11]=[C:10]([NH:20][C@@H:21]([CH:23]4[CH2:25][CH2:24]4)[CH3:22])[N:9]=3)[CH:5]=[CH:4][CH:3]=2)[CH2:29][CH2:28][CH2:27]1, predict the reactants needed to synthesize it. The reactants are: Cl[C:2]1[N:7]=[C:6]([C:8]2[N:13]=[C:12]([NH:14][C@@H:15]([CH:17]3[CH2:19][CH2:18]3)[CH3:16])[N:11]=[C:10]([NH:20][C@@H:21]([CH:23]3[CH2:25][CH2:24]3)[CH3:22])[N:9]=2)[CH:5]=[CH:4][CH:3]=1.[NH:26]1[CH2:29][CH2:28][CH2:27]1.C1(P(C2C=CC=CC=2)C2C=CC3C(=CC=CC=3)C=2C2C3C(=CC=CC=3)C=CC=2P(C2C=CC=CC=2)C2C=CC=CC=2)C=CC=CC=1.CC(C)([O-])C.[Na+].